Dataset: Catalyst prediction with 721,799 reactions and 888 catalyst types from USPTO. Task: Predict which catalyst facilitates the given reaction. Reactant: C([C:6]1[CH:7]=[C:8]([CH:14]=[CH:15][C:16]=1[O:17][CH3:18])[CH:9]=[CH:10][C:11]([OH:13])=O)(=O)CCC.CN(C=[O:23])C.[C:24](Cl)(=[O:28])[C:25](Cl)=O.[NH2:30][C:31]1[S:32][CH:33]=[C:34]([C:36]2[CH:41]=[CH:40][C:39]([Cl:42])=[CH:38][CH:37]=2)[N:35]=1.N1[CH:48]=[CH:47]C=CC=1. Product: [Cl:42][C:39]1[CH:38]=[CH:37][C:36]([C:34]2[N:35]=[C:31]([NH:30][C:11]([CH:10]=[CH:9][C:8]3[CH:14]=[CH:15][C:16]([O:17][CH3:18])=[C:6]([O:23][C:24](=[O:28])[CH2:25][CH2:47][CH3:48])[CH:7]=3)=[O:13])[S:32][CH:33]=2)=[CH:41][CH:40]=1. The catalyst class is: 4.